Dataset: Forward reaction prediction with 1.9M reactions from USPTO patents (1976-2016). Task: Predict the product of the given reaction. (1) Given the reactants C([O:3][C:4]([C:6]1[S:10][C:9]([C:11]2[S:19][C:18]3[C:13](=[N:14][CH:15]=[CH:16][C:17]=3[Cl:20])[CH:12]=2)=[N:8][C:7]=1[CH3:21])=[O:5])C.C1COCC1.[OH-].[K+].Cl, predict the reaction product. The product is: [Cl:20][C:17]1[CH:16]=[CH:15][N:14]=[C:13]2[CH:12]=[C:11]([C:9]3[S:10][C:6]([C:4]([OH:5])=[O:3])=[C:7]([CH3:21])[N:8]=3)[S:19][C:18]=12. (2) Given the reactants CC1(C)C(C)(C)OB([C:9]2[CH:25]=[CH:24][C:12]3[O:13][CH2:14][CH2:15][N:16]([C:17]([O:19][C:20]([CH3:23])([CH3:22])[CH3:21])=[O:18])[C:11]=3[CH:10]=2)O1.Br[C:28]1[N:33]=[C:32]([C:34]([O:36][CH3:37])=[O:35])[C:31]([O:38][CH2:39][CH2:40][CH2:41][O:42][C:43]2[CH:48]=[CH:47][CH:46]=[CH:45][CH:44]=2)=[CH:30][CH:29]=1.C([O-])([O-])=O.[K+].[K+].O1CCO[CH2:57][CH2:56]1, predict the reaction product. The product is: [CH3:37][O:36][C:34]([C:32]1[N:33]=[C:28]([C:9]2[CH:25]=[CH:24][C:12]3[O:13][CH2:14][CH2:15][N:16]([C:17]([O:19][C:20]([CH3:21])([CH3:22])[CH3:23])=[O:18])[C:11]=3[CH:10]=2)[CH:29]=[CH:30][C:31]=1[O:38][CH2:39][CH2:40][CH2:41][O:42][C:43]1[CH:48]=[CH:47][CH:46]=[CH:45][CH:44]=1)=[O:35].[CH3:37][O:36][C:34]([C:32]1[N:33]=[C:28]([C:9]2[CH:25]=[CH:24][C:12]3[O:13][CH2:14][CH2:15][N:16]([C:17]([O:19][CH2:20][CH2:23][CH2:56][CH3:57])=[O:18])[C:11]=3[CH:10]=2)[CH:29]=[CH:30][C:31]=1[O:38][CH2:39][CH2:40][CH2:41][O:42][C:43]1[CH:48]=[CH:47][CH:46]=[CH:45][CH:44]=1)=[O:35]. (3) Given the reactants C(=O)([O-])[O-].[Cs+].[Cs+].[F:7][C:8]([F:17])([F:16])[C:9]1[CH:15]=[CH:14][CH:13]=[CH:12][C:10]=1[NH2:11].CS([C:22]1[CH:27]=[CH:26][N:25]=[C:24]([C:28]#[N:29])[CH:23]=1)(=O)=O.[Cl-].[NH4+], predict the reaction product. The product is: [F:7][C:8]([F:16])([F:17])[C:9]1[CH:15]=[CH:14][CH:13]=[CH:12][C:10]=1[NH:11][C:22]1[CH:27]=[CH:26][N:25]=[C:24]([C:28]#[N:29])[CH:23]=1. (4) Given the reactants Cl.[CH3:2][C:3]1[C:8]([C:9]([O:11]C)=O)=[N:7][N:6]2[C:13]([NH:16][CH3:17])=[N:14][N:15]=[C:5]2[C:4]=1[CH3:18].[CH2:19]([NH2:21])[CH3:20], predict the reaction product. The product is: [CH2:19]([NH:21][C:9]([C:8]1[C:3]([CH3:2])=[C:4]([CH3:18])[C:5]2[N:6]([C:13]([NH:16][CH3:17])=[N:14][N:15]=2)[N:7]=1)=[O:11])[CH3:20]. (5) Given the reactants [C:1]([CH:5]1[CH2:13][C:12]2[C:7](=[CH:8][CH:9]=[C:10]([NH:14][C:15]([C:17]3([C:20]4[CH:30]=[CH:29][C:23]5[O:24][C:25]([F:28])([F:27])[O:26][C:22]=5[CH:21]=4)[CH2:19][CH2:18]3)=[O:16])[CH:11]=2)[N:6]1[CH2:31][CH2:32]C#N)([CH3:4])([CH3:3])[CH3:2].[Cl:35]CC=O, predict the reaction product. The product is: [C:1]([CH:5]1[CH2:13][C:12]2[C:7](=[CH:8][CH:9]=[C:10]([NH:14][C:15]([C:17]3([C:20]4[CH:30]=[CH:29][C:23]5[O:24][C:25]([F:28])([F:27])[O:26][C:22]=5[CH:21]=4)[CH2:19][CH2:18]3)=[O:16])[CH:11]=2)[N:6]1[CH2:31][CH2:32][Cl:35])([CH3:4])([CH3:3])[CH3:2]. (6) Given the reactants [OH:1][C:2]1[C:11]2[C:6](=[CH:7][CH:8]=[CH:9][CH:10]=2)[C:5]([NH:12][C:13](=[O:19])[O:14][C:15]([CH3:18])([CH3:17])[CH3:16])=[CH:4][CH:3]=1.I[C:21]1[CH:26]=[CH:25][N:24]=[C:23]([S:27][CH3:28])[N:22]=1.C(=O)([O-])[O-].[Cs+].[Cs+], predict the reaction product. The product is: [CH3:28][S:27][C:23]1[N:24]=[C:25]([O:1][C:2]2[C:11]3[C:6](=[CH:7][CH:8]=[CH:9][CH:10]=3)[C:5]([NH:12][C:13](=[O:19])[O:14][C:15]([CH3:16])([CH3:18])[CH3:17])=[CH:4][CH:3]=2)[CH:26]=[CH:21][N:22]=1.